From a dataset of Experimentally validated miRNA-target interactions with 360,000+ pairs, plus equal number of negative samples. Binary Classification. Given a miRNA mature sequence and a target amino acid sequence, predict their likelihood of interaction. (1) The miRNA is hsa-miR-5090 with sequence CCGGGGCAGAUUGGUGUAGGGUG. The protein sequence of the target gene is MAMWNRPCQRLPQQPLVAEPTAEGEPHLPTGRELTEANRFAYAALCGISLSQLFPEPEHSSFCTEFMAGLVQWLELSEAVLPTMTAFASGLGGEGADVFVQILLKDPILKDDPTVITQDLLSFSLKDGHYDARARVLVCHMTSLLQVPLEELDVLEEMFLESLKEIKEEESEMAEASRKKKENRRKWKRYLLIGLATVGGGTVIGVTGGLAAPLVAAGAATIIGSAGAAALGSAAGIAIMTSLFGAAGAGLTGYKMKKRVGAIEEFTFLPLTEGRQLHITIAVTGWLASGKYRTFSAPWA.... Result: 0 (no interaction). (2) The miRNA is hsa-miR-3916 with sequence AAGAGGAAGAAAUGGCUGGUUCUCAG. The protein sequence of the target gene is MGRGSGTFERLLDKATSQLLLETDWESILQICDLIRQGDTQAKYAVNSIKKKVNDKNPHVALYALEVMESVVKNCGQTVHDEVANKQTMEELKDLLKRQVEVNVRNKILYLIQAWAHAFRNEPKYKVVQDTYQIMKVEGHVFPEFKESDAMFAAERAPDWVDAEECHRCRVQFGVMTRKHHCRACGQIFCGKCSSKYSTIPKFGIEKEVRVCEPCYEQLNRKAEGKATSTTELPPEYLTSPLSQQSQLPPKRDETALQEEEELQLALALSQSEAEEKERLRQKSTYTSYPKAEPMPSASS.... Result: 1 (interaction). (3) The miRNA is hsa-miR-6127 with sequence UGAGGGAGUGGGUGGGAGG. The protein sequence of the target gene is MSSRGHSTLPRTLMAPRMISEGDIGGIAQITSSLFLGRGSVASNRHLLQARGITCIVNATIEIPNFNWPQFEYVKVPLADMPHAPIGLYFDTVADKIHSVSRKHGATLVHCAAGVSRSATLCIAYLMKFHNVCLLEAYNWVKARRPVIRPNVGFWRQLIDYERQLFGKSTVKMVQTPYGIVPDVYEKESRHLMPYWGI. Result: 1 (interaction).